From a dataset of Peptide-MHC class I binding affinity with 185,985 pairs from IEDB/IMGT. Regression. Given a peptide amino acid sequence and an MHC pseudo amino acid sequence, predict their binding affinity value. This is MHC class I binding data. (1) The peptide sequence is AVTDRETDV. The MHC is HLA-A68:02 with pseudo-sequence HLA-A68:02. The binding affinity (normalized) is 0.112. (2) The peptide sequence is LLTACTIFY. The MHC is HLA-B53:01 with pseudo-sequence HLA-B53:01. The binding affinity (normalized) is 0.144. (3) The MHC is HLA-A33:01 with pseudo-sequence HLA-A33:01. The peptide sequence is GINNVQSLIK. The binding affinity (normalized) is 0. (4) The peptide sequence is DVLPFDIKY. The MHC is HLA-A68:01 with pseudo-sequence HLA-A68:01. The binding affinity (normalized) is 0.136. (5) The peptide sequence is VTIMSGLVF. The MHC is Mamu-B1001 with pseudo-sequence Mamu-B1001. The binding affinity (normalized) is 0.264.